Dataset: Retrosynthesis with 50K atom-mapped reactions and 10 reaction types from USPTO. Task: Predict the reactants needed to synthesize the given product. (1) Given the product CCc1cc(-c2nnc(-c3cc(C)nc(C(C)C)c3)s2)cc(C)c1O, predict the reactants needed to synthesize it. The reactants are: CCc1cc(-c2nnc(-c3cc(C)nc(C(C)C)c3)s2)cc(C)c1OCc1ccccc1. (2) Given the product Cc1cc(-c2ncnc3c(C(=O)N[C@@H]4CCN(C(=O)OC(C)(C)C)C[C@H]4O)c(C)n(COCC[Si](C)(C)C)c23)c(OCC2CC2)cc1F, predict the reactants needed to synthesize it. The reactants are: CC(C)(C)OC(=O)N1CC[C@@H](N)[C@H](O)C1.Cc1cc(-c2ncnc3c(C(=O)O)c(C)n(COCC[Si](C)(C)C)c23)c(OCC2CC2)cc1F.